This data is from HIV replication inhibition screening data with 41,000+ compounds from the AIDS Antiviral Screen. The task is: Binary Classification. Given a drug SMILES string, predict its activity (active/inactive) in a high-throughput screening assay against a specified biological target. The molecule is O=c1n(-c2ccccc2)c(=O)n2n1C1C=CC2CCCCCC1. The result is 0 (inactive).